Dataset: Catalyst prediction with 721,799 reactions and 888 catalyst types from USPTO. Task: Predict which catalyst facilitates the given reaction. (1) Reactant: [CH3:1][C@:2]1([NH:20][C:21](=[O:27])[O:22][C:23]([CH3:26])([CH3:25])[CH3:24])[CH2:6][CH2:5][N:4]([C@@H:7]([C:12]2[CH:13]=[N:14][C:15]([NH:18][NH2:19])=[CH:16][CH:17]=2)[C:8]([F:11])([F:10])[F:9])[CH2:3]1.[CH:28]([O:31][C:32]1[CH:33]=[CH:34][CH:35]=[C:36]2[C:41]=1[N:40]=[C:39]([CH:42]=O)[CH:38]=[CH:37]2)([CH3:30])[CH3:29]. Product: [CH3:1][C@:2]1([NH:20][C:21](=[O:27])[O:22][C:23]([CH3:26])([CH3:25])[CH3:24])[CH2:6][CH2:5][N:4]([C@@H:7]([C:12]2[CH:13]=[N:14][C:15]([NH:18]/[N:19]=[CH:42]/[C:39]3[CH:38]=[CH:37][C:36]4[C:41](=[C:32]([O:31][CH:28]([CH3:30])[CH3:29])[CH:33]=[CH:34][CH:35]=4)[N:40]=3)=[CH:16][CH:17]=2)[C:8]([F:9])([F:10])[F:11])[CH2:3]1. The catalyst class is: 8. (2) Reactant: [F:1][C:2]1[CH:28]=[CH:27][C:5]([CH2:6][N:7]2[C:19](=[O:20])[C:18]3[C:17]([O:21][CH2:22][O:23][CH3:24])=[C:16]4[C:11]([CH:12]=[CH:13][CH:14]=[N:15]4)=[C:10]([OH:25])[C:9]=3[C:8]2=[O:26])=[CH:4][CH:3]=1.C(N(CC)C(C)C)(C)C.[F:38][C:39]([F:52])([F:51])[S:40](O[S:40]([C:39]([F:52])([F:51])[F:38])(=[O:42])=[O:41])(=[O:42])=[O:41]. Product: [F:1][C:2]1[CH:3]=[CH:4][C:5]([CH2:6][N:7]2[C:19](=[O:20])[C:18]3[C:17]([O:21][CH2:22][O:23][CH3:24])=[C:16]4[C:11]([CH:12]=[CH:13][CH:14]=[N:15]4)=[C:10]([O:25][S:40]([C:39]([F:52])([F:51])[F:38])(=[O:42])=[O:41])[C:9]=3[C:8]2=[O:26])=[CH:27][CH:28]=1. The catalyst class is: 4. (3) Reactant: [CH2:1]([C:3]1[O:4][C:5]2[C:11]([CH2:12][O:13][C:14]3[CH:19]=[CH:18][C:17]([CH2:20][CH2:21][C:22]([O:24]CC)=[O:23])=[C:16]([CH3:27])[C:15]=3[CH3:28])=[CH:10][C:9]([F:29])=[CH:8][C:6]=2[CH:7]=1)[CH3:2].O1CCCC1.[OH-].[Li+]. Product: [CH2:1]([C:3]1[O:4][C:5]2[C:11]([CH2:12][O:13][C:14]3[CH:19]=[CH:18][C:17]([CH2:20][CH2:21][C:22]([OH:24])=[O:23])=[C:16]([CH3:27])[C:15]=3[CH3:28])=[CH:10][C:9]([F:29])=[CH:8][C:6]=2[CH:7]=1)[CH3:2]. The catalyst class is: 6. (4) The catalyst class is: 28. Reactant: [CH:1](/[B:4]([OH:6])[OH:5])=[CH:2]/[CH3:3].O[C:8]([C:11](O)([CH3:13])[CH3:12])([CH3:10])[CH3:9].S([O-])([O-])(=O)=O.[Mg+2]. Product: [CH3:9][C:8]1([CH3:10])[C:11]([CH3:13])([CH3:12])[O:6][B:4](/[CH:1]=[CH:2]\[CH3:3])[O:5]1. (5) Reactant: [NH2:1][C@@H:2]1[CH2:7][CH2:6][C@H:5]([NH:8][C:9]2[CH:14]=[C:13]([N:15]([CH3:17])[CH3:16])[N:12]=[C:11]([CH3:18])[N:10]=2)[CH2:4][CH2:3]1.N1C=CC=CC=1.[F:25][C:26]([F:41])([F:40])[C:27]1[CH:28]=[C:29]([CH:33]=[C:34]([C:36]([F:39])([F:38])[F:37])[CH:35]=1)[C:30](Cl)=[O:31].[C:42]([OH:48])([C:44]([F:47])([F:46])[F:45])=[O:43]. Product: [F:45][C:44]([F:47])([F:46])[C:42]([OH:48])=[O:43].[CH3:16][N:15]([CH3:17])[C:13]1[N:12]=[C:11]([CH3:18])[N:10]=[C:9]([NH:8][C@@H:5]2[CH2:4][CH2:3][C@H:2]([NH:1][C:30](=[O:31])[C:29]3[CH:33]=[C:34]([C:36]([F:37])([F:38])[F:39])[CH:35]=[C:27]([C:26]([F:25])([F:40])[F:41])[CH:28]=3)[CH2:7][CH2:6]2)[CH:14]=1. The catalyst class is: 623. (6) Reactant: C(OC1C(OC(=O)C)=C([I:11])C=CC=1)(=O)C.II.[C:18]([O:22][C:23]([N:25]([C:39]([O:41][C:42]([CH3:45])([CH3:44])[CH3:43])=[O:40])[C:26]1[CH:30]=[C:29]([CH3:31])[N:28]([C:32]([O:34][C:35]([CH3:38])([CH3:37])[CH3:36])=[O:33])[N:27]=1)=[O:24])([CH3:21])([CH3:20])[CH3:19]. Product: [C:42]([O:41][C:39]([N:25]([C:23]([O:22][C:18]([CH3:21])([CH3:19])[CH3:20])=[O:24])[C:26]1[C:30]([I:11])=[C:29]([CH3:31])[N:28]([C:32]([O:34][C:35]([CH3:36])([CH3:38])[CH3:37])=[O:33])[N:27]=1)=[O:40])([CH3:45])([CH3:44])[CH3:43]. The catalyst class is: 2. (7) Reactant: C(N(CC)C(C)C)(C)C.[CH3:10][S:11](Cl)(=[O:13])=[O:12].Cl.[NH2:16][CH2:17][CH2:18][N:19]1[CH:23]=[C:22]([C:24]2[CH:25]=[C:26]([NH:31][C:32]3[N:37]=[C:36]([CH:38]([F:40])[F:39])[CH:35]=[CH:34][N:33]=3)[CH:27]=[C:28]([CH3:30])[CH:29]=2)[CH:21]=[N:20]1. The catalyst class is: 4. Product: [F:40][CH:38]([F:39])[C:36]1[CH:35]=[CH:34][N:33]=[C:32]([NH:31][C:26]2[CH:25]=[C:24]([C:22]3[CH:21]=[N:20][N:19]([CH2:18][CH2:17][NH:16][S:11]([CH3:10])(=[O:13])=[O:12])[CH:23]=3)[CH:29]=[C:28]([CH3:30])[CH:27]=2)[N:37]=1. (8) Reactant: [Si:1]([O:8][CH2:9][CH2:10][C:11]1[C:12]([F:19])=[C:13]([CH:16]=[CH:17][CH:18]=1)[CH:14]=O)([C:4]([CH3:7])([CH3:6])[CH3:5])([CH3:3])[CH3:2].FC(F)(F)C(O)=O.[F:27][C:28]([F:43])([F:42])[C:29]([N:31]1[CH2:36][C:35]2([CH2:41][CH2:40][NH:39][CH2:38][CH2:37]2)[O:34][CH2:33][CH2:32]1)=[O:30].C(O)(=O)C.C(O[BH-](OC(=O)C)OC(=O)C)(=O)C.[Na+]. Product: [Si:1]([O:8][CH2:9][CH2:10][C:11]1[C:12]([F:19])=[C:13]([CH:16]=[CH:17][CH:18]=1)[CH2:14][N:39]1[CH2:40][CH2:41][C:35]2([O:34][CH2:33][CH2:32][N:31]([C:29](=[O:30])[C:28]([F:27])([F:42])[F:43])[CH2:36]2)[CH2:37][CH2:38]1)([C:4]([CH3:7])([CH3:6])[CH3:5])([CH3:3])[CH3:2]. The catalyst class is: 179. (9) Reactant: [CH3:1][C:2]1[C:8]([OH:9])=[CH:7][CH:6]=[CH:5][C:3]=1[OH:4].[Cl:10]N1C(=O)CCC1=O. Product: [Cl:10][C:7]1[CH:6]=[CH:5][C:3]([OH:4])=[C:2]([CH3:1])[C:8]=1[OH:9]. The catalyst class is: 23.